From a dataset of Forward reaction prediction with 1.9M reactions from USPTO patents (1976-2016). Predict the product of the given reaction. Given the reactants [Cl:1][C:2]1[CH:3]=[C:4]([CH2:13]O)[C:5]2[O:9][C:8]([CH3:11])([CH3:10])[CH2:7][C:6]=2[CH:12]=1.C1C(=O)N([Br:22])C(=O)C1.C1C=CC(P(C2C=CC=CC=2)C2C=CC=CC=2)=CC=1, predict the reaction product. The product is: [Br:22][CH2:13][C:4]1[C:5]2[O:9][C:8]([CH3:11])([CH3:10])[CH2:7][C:6]=2[CH:12]=[C:2]([Cl:1])[CH:3]=1.